From a dataset of Catalyst prediction with 721,799 reactions and 888 catalyst types from USPTO. Predict which catalyst facilitates the given reaction. The catalyst class is: 164. Reactant: [NH2:1][C:2]1[CH:7]=[CH:6][CH:5]=[CH:4][CH:3]=1.C(=O)([O-])[O-].[Cs+].[Cs+].C1(P(C2C=CC=CC=2)C2C=CC3C(=CC=CC=3)C=2C2C3C(=CC=CC=3)C=CC=2P(C2C=CC=CC=2)C2C=CC=CC=2)C=CC=CC=1.Br[C:61]1[CH:62]=[C:63]([NH:69][C:70]2[CH:75]=[CH:74][C:73]([N:76]3[CH2:81][CH2:80][N:79]([CH3:82])[CH2:78][CH2:77]3)=[CH:72][CH:71]=2)[C:64]([C:67]#[N:68])=[N:65][CH:66]=1. Product: [CH3:82][N:79]1[CH2:80][CH2:81][N:76]([C:73]2[CH:74]=[CH:75][C:70]([NH:69][C:63]3[C:64]([C:67]#[N:68])=[N:65][CH:66]=[C:61]([NH:1][C:2]4[CH:7]=[CH:6][CH:5]=[CH:4][CH:3]=4)[CH:62]=3)=[CH:71][CH:72]=2)[CH2:77][CH2:78]1.